This data is from CYP3A4 inhibition data for predicting drug metabolism from PubChem BioAssay. The task is: Regression/Classification. Given a drug SMILES string, predict its absorption, distribution, metabolism, or excretion properties. Task type varies by dataset: regression for continuous measurements (e.g., permeability, clearance, half-life) or binary classification for categorical outcomes (e.g., BBB penetration, CYP inhibition). Dataset: cyp3a4_veith. (1) The molecule is C[n+]1cccc(/C=C\c2ccc3cccc(O)c3n2)c1. The result is 0 (non-inhibitor). (2) The result is 1 (inhibitor). The drug is COc1ccccc1CCn1c(=O)c(-c2cccc(Cl)c2)nc2cncnc21.